Dataset: Forward reaction prediction with 1.9M reactions from USPTO patents (1976-2016). Task: Predict the product of the given reaction. Given the reactants O=P(Cl)(Cl)Cl.[Cl:6][C:7]1[C:12]([CH3:13])=[C:11]([Cl:14])[N:10]2[N:15]=[CH:16][CH:17]=[C:9]2[N:8]=1.[OH-].[Na+].CN(C)[CH:22]=[O:23], predict the reaction product. The product is: [Cl:6][C:7]1[C:12]([CH3:13])=[C:11]([Cl:14])[N:10]2[N:15]=[CH:16][C:17]([CH:22]=[O:23])=[C:9]2[N:8]=1.